From a dataset of Reaction yield outcomes from USPTO patents with 853,638 reactions. Predict the reaction yield, written as a fraction of the theoretical maximum amount of product (1.0 means a 100% yield; for example, 0.34 means a 34% yield). (1) The reactants are Br[C:2]1[CH:7]=[CH:6][C:5]([NH:8][C@H:9]2[CH2:13][N:12]([CH3:14])[CH2:11][C@@H:10]2[OH:15])=[C:4]([N+:16]([O-:18])=[O:17])[CH:3]=1.[F:19][C:20]1[CH:21]=[CH:22][C:23]2=[C:24]([CH:44]=1)[O:25][CH2:26][C:27]1[CH:43]=[CH:42][CH:41]=[CH:40][C:28]=1/[C:29]/2=[CH:30]\B1OC(C)(C)C(C)(C)O1.C1(P(C2C=CC=CC=2)C2C=CC=CC=2)C=CC=CC=1.C([O-])([O-])=O.[K+].[K+]. The catalyst is O1CCOCC1.O.O.ClCCl.C([O-])(=O)C.[Pd+2].C([O-])(=O)C. The product is [F:19][C:20]1[CH:21]=[CH:22][C:23]2=[C:24]([CH:44]=1)[O:25][CH2:26][C:27]1[CH:43]=[CH:42][CH:41]=[CH:40][C:28]=1/[C:29]/2=[CH:30]\[C:2]1[CH:7]=[CH:6][C:5]([NH:8][C@H:9]2[CH2:13][N:12]([CH3:14])[CH2:11][C@@H:10]2[OH:15])=[C:4]([N+:16]([O-:18])=[O:17])[CH:3]=1. The yield is 0.560. (2) The reactants are [Cl:1][C:2]1[CH:3]=[C:4]([CH:21]=[CH:22][CH:23]=1)[C:5]([N:7]([CH3:20])[C:8]1[N:9]=[C:10]2[CH2:15][CH2:14][CH2:13][CH2:12][N:11]2[C:16]=1[C:17](O)=[O:18])=[O:6].CCN=C=NCCCN(C)C.C1C=NC2N(O)N=NC=2C=1.[CH2:45]([NH2:55])[C:46]1[CH:54]=[CH:53][C:52]2[O:51][CH2:50][O:49][C:48]=2[CH:47]=1. The catalyst is C(Cl)Cl. The product is [O:51]1[C:52]2[CH:53]=[CH:54][C:46]([CH2:45][NH:55][C:17]([C:16]3[N:11]4[CH2:12][CH2:13][CH2:14][CH2:15][C:10]4=[N:9][C:8]=3[N:7]([C:5](=[O:6])[C:4]3[CH:21]=[CH:22][CH:23]=[C:2]([Cl:1])[CH:3]=3)[CH3:20])=[O:18])=[CH:47][C:48]=2[O:49][CH2:50]1. The yield is 0.360. (3) The reactants are [CH3:1][C:2]1[C:15]2[C:6](=[C:7]3[C:12](=[CH:13][CH:14]=2)[C:11]([CH3:16])=[CH:10][CH:9]=[N:8]3)[N:5]=[CH:4][CH:3]=1.[Li][CH3:18]. The catalyst is C1COCC1.O=[Mn]=O. The product is [CH3:18][C:9]1[CH:10]=[C:11]([CH3:16])[C:12]2[C:7](=[C:6]3[C:15](=[CH:14][CH:13]=2)[C:2]([CH3:1])=[CH:3][CH:4]=[N:5]3)[N:8]=1. The yield is 0.470. (4) The reactants are Cl.[CH2:2]([O:4][CH2:5][CH2:6][C:7]([OH:9])=O)[CH3:3].[CH2:10]([C@H:17]1[CH2:21][NH:20][C@H:19]([C:22]([NH:24][C:25]2[CH:30]=[CH:29][C:28]([O:31][C:32]3[CH:37]=[CH:36][C:35]([F:38])=[CH:34][CH:33]=3)=[CH:27][CH:26]=2)=[O:23])[CH2:18]1)[C:11]1[CH:16]=[CH:15][CH:14]=[CH:13][CH:12]=1. No catalyst specified. The product is [CH2:10]([C@H:17]1[CH2:21][N:20]([C:7](=[O:9])[CH2:6][CH2:5][O:4][CH2:2][CH3:3])[C@H:19]([C:22]([NH:24][C:25]2[CH:30]=[CH:29][C:28]([O:31][C:32]3[CH:33]=[CH:34][C:35]([F:38])=[CH:36][CH:37]=3)=[CH:27][CH:26]=2)=[O:23])[CH2:18]1)[C:11]1[CH:12]=[CH:13][CH:14]=[CH:15][CH:16]=1. The yield is 0.285. (5) The reactants are [N:1]1[C:10]2[C:5](=[CH:6][CH:7]=[CH:8][CH:9]=2)[CH:4]=[C:3](B(O)O)[CH:2]=1.Br[C:15]1[CH:20]=[CH:19][C:18]([S:21]([N:24]2[CH2:38][CH2:37][C:27]3([O:32][CH2:31][C:30](=[O:33])[N:29]([CH:34]4[CH2:36][CH2:35]4)[CH2:28]3)[CH2:26][CH2:25]2)(=[O:23])=[O:22])=[CH:17][CH:16]=1. No catalyst specified. The product is [CH:34]1([N:29]2[CH2:28][C:27]3([CH2:37][CH2:38][N:24]([S:21]([C:18]4[CH:17]=[CH:16][C:15]([C:3]5[CH:2]=[N:1][C:10]6[C:5]([CH:4]=5)=[CH:6][CH:7]=[CH:8][CH:9]=6)=[CH:20][CH:19]=4)(=[O:22])=[O:23])[CH2:25][CH2:26]3)[O:32][CH2:31][C:30]2=[O:33])[CH2:35][CH2:36]1. The yield is 0.260. (6) The reactants are [SH-:1].[C+4:2].[SH-:3].[SH-].[SH-].[N+:6]([C:9]1[CH:18]=[CH:17][CH:16]=[CH:15][C:10]=1[C:11]([NH:13][NH2:14])=O)([O-:8])=[O:7].[OH-].[K+]. The yield is 0.510. The product is [N+:6]([C:9]1[CH:18]=[CH:17][CH:16]=[CH:15][C:10]=1[C:11]1[S:1][C:2]([SH:3])=[N:14][N:13]=1)([O-:8])=[O:7]. The catalyst is CO. (7) The reactants are [CH3:1][O:2][C:3]1[CH:4]=[C:5]2[C:10](=[CH:11][CH:12]=1)[CH:9]=[C:8]([C@H:13]([CH3:16])[CH2:14][OH:15])[CH:7]=[CH:6]2.ClC(Cl)(Cl)[C:19]([N:21]=C=O)=[O:20].CO.C(=O)([O-])[O-].[K+].[K+]. The catalyst is C(Cl)Cl.O. The product is [CH3:1][O:2][C:3]1[CH:4]=[C:5]2[C:10](=[CH:11][CH:12]=1)[CH:9]=[C:8]([C@H:13]([CH3:16])[CH2:14][O:15][C:19](=[O:20])[NH2:21])[CH:7]=[CH:6]2. The yield is 0.570. (8) The reactants are [Si:1]([O:8][CH2:9][CH2:10][NH2:11])([C:4]([CH3:7])([CH3:6])[CH3:5])([CH3:3])[CH3:2].C(N(CC)CC)C.[C:19]1([CH2:25][S:26](Cl)(=[O:28])=[O:27])[CH:24]=[CH:23][CH:22]=[CH:21][CH:20]=1.CC(OC)(C)C. The catalyst is O1CCCC1.CC(C)=O.CCCCCCC. The product is [Si:1]([O:8][CH2:9][CH2:10][NH:11][S:26]([CH2:25][C:19]1[CH:24]=[CH:23][CH:22]=[CH:21][CH:20]=1)(=[O:28])=[O:27])([C:4]([CH3:6])([CH3:7])[CH3:5])([CH3:3])[CH3:2]. The yield is 0.810.